This data is from Peptide-MHC class I binding affinity with 185,985 pairs from IEDB/IMGT. The task is: Regression. Given a peptide amino acid sequence and an MHC pseudo amino acid sequence, predict their binding affinity value. This is MHC class I binding data. (1) The peptide sequence is FPTQADAIG. The MHC is HLA-A26:01 with pseudo-sequence HLA-A26:01. The binding affinity (normalized) is 0.0847. (2) The peptide sequence is APTGDLPRA. The MHC is HLA-B27:05 with pseudo-sequence HLA-B27:05. The binding affinity (normalized) is 0.0847.